This data is from Full USPTO retrosynthesis dataset with 1.9M reactions from patents (1976-2016). The task is: Predict the reactants needed to synthesize the given product. (1) Given the product [CH3:1][O:2][C:3](=[O:12])[C:4]1[CH:9]=[CH:8][C:7]([C:13]#[N:14])=[CH:6][C:5]=1[CH3:11], predict the reactants needed to synthesize it. The reactants are: [CH3:1][O:2][C:3](=[O:12])[C:4]1[CH:9]=[CH:8][C:7](Br)=[CH:6][C:5]=1[CH3:11].[CH3:13][N:14](C)C=O. (2) Given the product [ClH:23].[CH2:1]([C:8]1([OH:22])[CH2:14][O:13][CH2:12][CH2:11][NH:10][CH2:9]1)[C:2]1[CH:3]=[CH:4][CH:5]=[CH:6][CH:7]=1, predict the reactants needed to synthesize it. The reactants are: [CH2:1]([C:8]1([OH:22])[CH2:14][O:13][CH2:12][CH2:11][N:10](C(OC(C)(C)C)=O)[CH2:9]1)[C:2]1[CH:7]=[CH:6][CH:5]=[CH:4][CH:3]=1.[ClH:23].O1CCOCC1. (3) Given the product [C:2]([OH:55])(=[O:3])[CH3:29].[NH2:40][C:38]1[N:37]=[CH:36][N:35]=[C:34]2[N:33]([C@H:41]3[CH2:46][CH2:45][C@H:44]([N:47]4[CH2:52][CH2:51][N:50]([CH3:53])[CH2:49][CH2:48]4)[CH2:43][CH2:42]3)[N:32]=[C:31]([C:9]3[CH:10]=[CH:11][C:12]([NH:15][C:16]4[C:20]5[CH:21]=[CH:22][C:23]([C:25]([F:27])([F:28])[F:26])=[CH:24][C:19]=5[O:18][N:17]=4)=[CH:13][CH:14]=3)[C:39]=12, predict the reactants needed to synthesize it. The reactants are: C[C:2]1([CH3:29])C(C)(C)OB([C:9]2[CH:14]=[CH:13][C:12]([NH:15][C:16]3[C:20]4[CH:21]=[CH:22][C:23]([C:25]([F:28])([F:27])[F:26])=[CH:24][C:19]=4[O:18][N:17]=3)=[CH:11][CH:10]=2)[O:3]1.I[C:31]1[C:39]2[C:34](=[N:35][CH:36]=[N:37][C:38]=2[NH2:40])[N:33]([C@H:41]2[CH2:46][CH2:45][C@H:44]([N:47]3[CH2:52][CH2:51][N:50]([CH3:53])[CH2:49][CH2:48]3)[CH2:43][CH2:42]2)[N:32]=1.C(=O)([O-])[O-:55].[Na+].[Na+]. (4) Given the product [NH:10]1[C:18]2[C:13](=[CH:14][CH:15]=[CH:16][CH:17]=2)[CH:12]=[C:11]1[C:19]1[CH:20]=[C:21]([O:24][CH2:25][C:26]2[CH:27]=[C:28]([NH:32][C:33](=[O:35])[CH3:34])[CH:29]=[CH:30][CH:31]=2)[NH:22][N:23]=1, predict the reactants needed to synthesize it. The reactants are: C1(S([N:10]2[C:18]3[C:13](=[CH:14][CH:15]=[CH:16][CH:17]=3)[CH:12]=[C:11]2[C:19]2[CH:20]=[C:21]([O:24][CH2:25][C:26]3[CH:27]=[C:28]([NH:32][C:33](=[O:35])[CH3:34])[CH:29]=[CH:30][CH:31]=3)[NH:22][N:23]=2)(=O)=O)C=CC=CC=1.C1(S(N2C3C(=CC=CC=3)C=C2C2C=C(OCC3C=C(O)C=CC=3)NN=2)(=O)=O)C=CC=CC=1.C1(S(N2C3C(=CC=CC=3)C=C2C2NN=C(O)C=2)(=O)=O)C=CC=CC=1. (5) Given the product [C:1]1([N:7]2[C:11]3([CH2:12][CH2:13][N:14]([C:19]4[CH:20]=[CH:21][C:22]5[N:23]([C:25]([C:28]([F:29])([F:31])[F:30])=[N:26][N:27]=5)[N:24]=4)[CH2:15][CH2:16]3)[C:10](=[O:17])[NH:9][CH2:8]2)[CH:2]=[CH:3][CH:4]=[CH:5][CH:6]=1, predict the reactants needed to synthesize it. The reactants are: [C:1]1([N:7]2[C:11]3([CH2:16][CH2:15][NH:14][CH2:13][CH2:12]3)[C:10](=[O:17])[NH:9][CH2:8]2)[CH:6]=[CH:5][CH:4]=[CH:3][CH:2]=1.Cl[C:19]1[CH:20]=[CH:21][C:22]2[N:23]([C:25]([C:28]([F:31])([F:30])[F:29])=[N:26][N:27]=2)[N:24]=1. (6) Given the product [Cl:1][C:2]1[CH:7]=[CH:6][C:5]([C:8]2[NH:40][C:35]3[C:36]([C:9]=2[CH2:10][CH2:11][CH2:12][N:13]2[CH2:18][CH2:17][CH:16]([C:19]4[CH:20]=[C:21]([NH:25][C:26](=[O:30])[CH:27]([CH3:29])[CH3:28])[CH:22]=[CH:23][CH:24]=4)[CH2:15][CH2:14]2)=[CH:37][CH:38]=[CH:39][C:34]=3[CH3:33])=[CH:4][CH:3]=1, predict the reactants needed to synthesize it. The reactants are: [Cl:1][C:2]1[CH:7]=[CH:6][C:5]([C:8](=O)[CH2:9][CH2:10][CH2:11][CH2:12][N:13]2[CH2:18][CH2:17][CH:16]([C:19]3[CH:20]=[C:21]([NH:25][C:26](=[O:30])[CH:27]([CH3:29])[CH3:28])[CH:22]=[CH:23][CH:24]=3)[CH2:15][CH2:14]2)=[CH:4][CH:3]=1.Cl.[CH3:33][C:34]1[CH:39]=[CH:38][CH:37]=[CH:36][C:35]=1[NH:40]N. (7) Given the product [CH3:17][S:18]([O:1][CH:2]1[CH2:16][CH:5]2[CH2:6][N:7]([C:9]([O:11][C:12]([CH3:13])([CH3:15])[CH3:14])=[O:10])[CH2:8][CH:4]2[CH2:3]1)(=[O:20])=[O:19], predict the reactants needed to synthesize it. The reactants are: [OH:1][CH:2]1[CH2:16][CH:5]2[CH2:6][N:7]([C:9]([O:11][C:12]([CH3:15])([CH3:14])[CH3:13])=[O:10])[CH2:8][CH:4]2[CH2:3]1.[CH3:17][S:18](Cl)(=[O:20])=[O:19]. (8) Given the product [CH2:24]([C:23]1[C:3]2[C:4]([OH:9])=[CH:5][CH:6]=[C:7]([F:8])[C:2]=2[N:1]=[C:20]([CH3:21])[C:19]=1[CH2:18][C:17]1[CH:16]=[CH:15][C:14]([S:11]([CH3:10])(=[O:12])=[O:13])=[CH:28][CH:27]=1)[CH3:25], predict the reactants needed to synthesize it. The reactants are: [NH2:1][C:2]1[CH:3]=[C:4]([OH:9])[CH:5]=[CH:6][C:7]=1[F:8].[CH3:10][S:11]([C:14]1[CH:28]=[CH:27][C:17]([CH2:18][CH:19]([C:23](=O)[CH2:24][CH3:25])[C:20](=O)[CH3:21])=[CH:16][CH:15]=1)(=[O:13])=[O:12].O.C1(C)C=CC(S(O)(=O)=O)=CC=1.